From a dataset of Forward reaction prediction with 1.9M reactions from USPTO patents (1976-2016). Predict the product of the given reaction. (1) Given the reactants [F:1][C:2]1[CH:7]=[CH:6][C:5]([N:8]2[C:16]3[CH:15]=[C:14]4[CH2:17][CH2:18][C@H:19]5[C:24]([C@@:13]4([CH3:31])[CH2:12][C:11]=3[CH:10]=[N:9]2)=[CH:23][CH2:22][C@@H:21]([C:25]([F:28])([F:27])[F:26])[C@@H:20]5[CH:29]=O)=[CH:4][CH:3]=1.[F:32][C:33]1[CH:34]=[C:35]([CH:38]=[CH:39][CH:40]=1)[CH2:36][NH2:37].C(O[BH-](OC(=O)C)OC(=O)C)(=O)C.[Na+], predict the reaction product. The product is: [F:1][C:2]1[CH:7]=[CH:6][C:5]([N:8]2[C:16]3[CH:15]=[C:14]4[CH2:17][CH2:18][C@H:19]5[C:24]([C@@:13]4([CH3:31])[CH2:12][C:11]=3[CH:10]=[N:9]2)=[CH:23][CH2:22][C@@H:21]([C:25]([F:28])([F:27])[F:26])[C@@H:20]5[CH2:29][NH:37][CH2:36][C:35]2[CH:38]=[CH:39][CH:40]=[C:33]([F:32])[CH:34]=2)=[CH:4][CH:3]=1. (2) Given the reactants [C:1]([O:5][C:6]([N:8]1[CH2:13][CH2:12][C:11]2([C:21]3[C:16](=[CH:17][CH:18]=[CH:19][CH:20]=3)[C:15](=[O:22])[CH2:14]2)[CH2:10][CH2:9]1)=[O:7])([CH3:4])([CH3:3])[CH3:2].[C:23]([O:28][CH2:29][CH3:30])(=[O:27])[CH:24]([CH3:26])[CH3:25], predict the reaction product. The product is: [CH2:29]([O:28][C:23](=[O:27])[C:24]([C:15]1([OH:22])[C:16]2[C:21](=[CH:20][CH:19]=[CH:18][CH:17]=2)[C:11]2([CH2:12][CH2:13][N:8]([C:6]([O:5][C:1]([CH3:4])([CH3:2])[CH3:3])=[O:7])[CH2:9][CH2:10]2)[CH2:14]1)([CH3:26])[CH3:25])[CH3:30]. (3) Given the reactants [CH2:1]([N:3]([CH2:20][CH3:21])[CH2:4][CH2:5][N:6]1[CH2:12][CH2:11][CH2:10][C:9]2[NH:13][C:14]([CH:17]=O)=[C:15]([CH3:16])[C:8]=2[C:7]1=[O:19])[CH3:2].[Br:22][C:23]1[CH:24]=[C:25]2[C:29](=[CH:30][CH:31]=1)[NH:28][C:27](=[O:32])[CH2:26]2, predict the reaction product. The product is: [Br:22][C:23]1[CH:24]=[C:25]2[C:29](=[CH:30][CH:31]=1)[NH:28][C:27](=[O:32])[C:26]2=[CH:17][C:14]1[NH:13][C:9]2[CH2:10][CH2:11][CH2:12][N:6]([CH2:5][CH2:4][N:3]([CH2:20][CH3:21])[CH2:1][CH3:2])[C:7](=[O:19])[C:8]=2[C:15]=1[CH3:16]. (4) Given the reactants [Cl:1][C:2]1[CH:18]=[CH:17][C:5]2[CH2:6][CH2:7][N:8]([C:11](=[O:16])[C:12]([F:15])([F:14])[F:13])[CH2:9][CH2:10][C:4]=2[C:3]=1OS(C(F)(F)F)(=O)=O.[CH3:27][C:28]([CH3:41])([CH3:40])[CH2:29][O:30][CH2:31][C:32]1[CH:39]=[CH:38][C:35]([CH2:36][NH2:37])=[CH:34][CH:33]=1, predict the reaction product. The product is: [Cl:1][C:2]1[CH:18]=[CH:17][C:5]2[CH2:6][CH2:7][N:8]([C:11](=[O:16])[C:12]([F:15])([F:14])[F:13])[CH2:9][CH2:10][C:4]=2[C:3]=1[NH:37][CH2:36][C:35]1[CH:38]=[CH:39][C:32]([CH2:31][O:30][CH2:29][C:28]([CH3:41])([CH3:40])[CH3:27])=[CH:33][CH:34]=1. (5) Given the reactants [NH:1]1[C:9]2[C:4](=[CH:5][CH:6]=[C:7](/[CH:10]=[CH:11]/[C:12](=O)[CH2:13][C:14](=O)/[CH:15]=[CH:16]/[C:17]3[CH:22]=[CH:21][C:20]([O:23][CH2:24][CH:25]4[CH2:29][CH2:28][CH2:27][O:26]4)=[CH:19][C:18]=3[O:30][CH3:31])[CH:8]=2)[CH:3]=[CH:2]1.O.[NH2:35][NH2:36], predict the reaction product. The product is: [NH:1]1[C:9]2[C:4](=[CH:5][CH:6]=[C:7](/[CH:10]=[CH:11]/[C:12]3[CH:13]=[C:14](/[CH:15]=[CH:16]/[C:17]4[CH:22]=[CH:21][C:20]([O:23][CH2:24][CH:25]5[CH2:29][CH2:28][CH2:27][O:26]5)=[CH:19][C:18]=4[O:30][CH3:31])[NH:36][N:35]=3)[CH:8]=2)[CH:3]=[CH:2]1. (6) Given the reactants O.[NH2:2][NH2:3].Cl.CO[C:7]([C:9]1[CH:14]=[CH:13][N:12]2[CH:15]=[CH:16][N:17]=[C:11]2[CH:10]=1)=[NH:8], predict the reaction product. The product is: [N:17]1[CH:16]=[CH:15][N:12]2[CH:13]=[CH:14][C:9]([C:7]([NH:2][NH2:3])=[NH:8])=[CH:10][C:11]=12.